Dataset: Forward reaction prediction with 1.9M reactions from USPTO patents (1976-2016). Task: Predict the product of the given reaction. (1) Given the reactants C(OC([N:8]1[CH2:12][CH2:11][CH:10]([N:13]([CH3:17])[C:14](=[O:16])[CH3:15])[CH2:9]1)=O)(C)(C)C.Cl.CO, predict the reaction product. The product is: [CH3:17][N:13]([CH:10]1[CH2:11][CH2:12][NH:8][CH2:9]1)[C:14](=[O:16])[CH3:15]. (2) Given the reactants [Cl:1][C:2]1[CH:23]=[CH:22][C:21]([O:24]C)=[CH:20][C:3]=1[C:4]([NH:6][C:7]1[CH:8]=[N:9][C:10]([NH:13][C:14]2[CH:15]=[N:16][CH:17]=[CH:18][CH:19]=2)=[N:11][CH:12]=1)=[O:5].B(Br)(Br)Br, predict the reaction product. The product is: [Cl:1][C:2]1[CH:23]=[CH:22][C:21]([OH:24])=[CH:20][C:3]=1[C:4]([NH:6][C:7]1[CH:8]=[N:9][C:10]([NH:13][C:14]2[CH:15]=[N:16][CH:17]=[CH:18][CH:19]=2)=[N:11][CH:12]=1)=[O:5]. (3) Given the reactants [CH3:1][O:2][C:3](=[O:41])[C@H:4]([NH:27][S:28]([C:31]1[CH:40]=[CH:39][C:34]2[N:35]=[C:36](Cl)[S:37][C:33]=2[CH:32]=1)(=[O:30])=[O:29])[CH2:5][C:6]1[CH:11]=[CH:10][C:9]([O:12][CH2:13][CH2:14][CH2:15][N:16]2[C:20](=[O:21])[C:19]3=[CH:22][CH:23]=[CH:24][CH:25]=[C:18]3[C:17]2=[O:26])=[CH:8][CH:7]=1.C([O-])([O-])=O.[K+].[K+].O.[CH2:49]([O:51][C:52](=O)[CH3:53])C, predict the reaction product. The product is: [CH3:1][O:2][C:3](=[O:41])[C@H:4]([NH:27][S:28]([C:31]1[CH:40]=[CH:39][C:34]2[N:35]=[C:36]([S:28][C:31]3[CH:40]=[CH:53][C:52]([O:51][CH3:49])=[CH:33][CH:32]=3)[S:37][C:33]=2[CH:32]=1)(=[O:30])=[O:29])[CH2:5][C:6]1[CH:11]=[CH:10][C:9]([O:12][CH2:13][CH2:14][CH2:15][N:16]2[C:20](=[O:21])[C:19]3=[CH:22][CH:23]=[CH:24][CH:25]=[C:18]3[C:17]2=[O:26])=[CH:8][CH:7]=1. (4) Given the reactants [CH2:1]([O:8][C:9]([NH:11][C@@H:12]([CH2:16][CH2:17][CH2:18][CH2:19][CH2:20][C:21]([O:23][C:24]([CH3:27])([CH3:26])[CH3:25])=[O:22])C(O)=O)=[O:10])[C:2]1[CH:7]=[CH:6][CH:5]=[CH:4][CH:3]=1.Cl.[CH2:29]([N:31]=[C:32]=[N:33][CH2:34][CH2:35][CH2:36][N:37]([CH3:39])C)C.[CH:40]1[CH:41]=[CH:42][C:43]2N(O)N=N[C:44]=2[CH:45]=1.[OH:50][CH2:51]C(C1C(OC)=NC2C(C=1)=CC=CC=2)=O.C([O-])(=O)C.[NH4+], predict the reaction product. The product is: [CH2:1]([O:8][C:9]([NH:11][C@H:12]([C:32]1[NH:33][C:34]([C:35]2[C:36]([O:50][CH3:51])=[N:37][C:39]3[C:43]([CH:44]=2)=[CH:42][CH:41]=[CH:40][CH:45]=3)=[CH:29][N:31]=1)[CH2:16][CH2:17][CH2:18][CH2:19][CH2:20][C:21]([O:23][C:24]([CH3:25])([CH3:26])[CH3:27])=[O:22])=[O:10])[C:2]1[CH:3]=[CH:4][CH:5]=[CH:6][CH:7]=1. (5) Given the reactants S(Cl)(Cl)=O.[Cl:5][C:6]1[N:14]=[CH:13][N:12]=[C:11]2[C:7]=1[N:8]=[CH:9][N:10]2[C@H:15]1[C@@H:19]2[O:20][C:21]([CH3:24])([CH3:23])[O:22][C@@H:18]2[C@@H:17]([C:25](O)=[O:26])[O:16]1, predict the reaction product. The product is: [Cl:5][C:6]1[N:14]=[CH:13][N:12]=[C:11]2[C:7]=1[N:8]=[CH:9][N:10]2[C@H:15]1[C@@H:19]2[O:20][C:21]([CH3:24])([CH3:23])[O:22][C@H:18]2[C@@H:17]([C:25]([NH:10][CH2:15][CH:19]([OH:20])[CH3:18])=[O:26])[O:16]1. (6) Given the reactants C(O[C@H:5]1[CH2:9][C@@H:8]([N:10]([C:18]([O:20][C:21]([CH3:24])([CH3:23])[CH3:22])=[O:19])[C:11]([O:13][C:14]([CH3:17])([CH3:16])[CH3:15])=[O:12])[CH:7]=[CH:6]1)(=O)C.[BH4-].[Na+].C(O)(=O)C, predict the reaction product. The product is: [CH3:16][C:14]([CH3:17])([O:13][C:11]([N:10]([C:18]([O:20][C:21]([CH3:24])([CH3:23])[CH3:22])=[O:19])[C@@H:8]1[CH2:9][CH2:5][CH:6]=[CH:7]1)=[O:12])[CH3:15]. (7) Given the reactants Cl[C:2]1[N:7]=[C:6]([C:8]2[CH:13]=[CH:12][C:11]([C:14]([F:17])([F:16])[F:15])=[CH:10][CH:9]=2)[CH:5]=[C:4]([C:18]([F:21])([F:20])[F:19])[N:3]=1.[NH:22]1[CH:26]=[CH:25][N:24]=[CH:23]1, predict the reaction product. The product is: [N:22]1([C:2]2[N:3]=[C:4]([C:18]([F:21])([F:20])[F:19])[CH:5]=[C:6]([C:8]3[CH:13]=[CH:12][C:11]([C:14]([F:17])([F:16])[F:15])=[CH:10][CH:9]=3)[N:7]=2)[CH:26]=[CH:25][N:24]=[CH:23]1.